This data is from Reaction yield outcomes from USPTO patents with 853,638 reactions. The task is: Predict the reaction yield, written as a fraction of the theoretical maximum amount of product (1.0 means a 100% yield; for example, 0.34 means a 34% yield). (1) The reactants are Cl.[C:2]1([CH2:8][C:9]([OH:11])=O)[CH:7]=[CH:6][CH:5]=[CH:4][CH:3]=1.[NH2:12][C@@H:13]([CH2:31][O:32][CH2:33][C:34]1[CH:39]=[CH:38][CH:37]=[CH:36][CH:35]=1)[C:14]([NH:16][C:17]1[CH:22]=[CH:21][C:20]([O:23][C:24]2[CH:29]=[CH:28][C:27]([F:30])=[CH:26][CH:25]=2)=[CH:19][CH:18]=1)=[O:15]. No catalyst specified. The product is [CH2:33]([O:32][CH2:31][C@H:13]([NH:12][C:9](=[O:11])[CH2:8][C:2]1[CH:3]=[CH:4][CH:5]=[CH:6][CH:7]=1)[C:14]([NH:16][C:17]1[CH:22]=[CH:21][C:20]([O:23][C:24]2[CH:29]=[CH:28][C:27]([F:30])=[CH:26][CH:25]=2)=[CH:19][CH:18]=1)=[O:15])[C:34]1[CH:39]=[CH:38][CH:37]=[CH:36][CH:35]=1. The yield is 0.501. (2) The reactants are [CH2:1]([C:3]1[C:11]([CH3:12])=[C:10]2[C:6]([C:7](=[O:13])[O:8][CH2:9]2)=[C:5]([O:14][CH2:15][CH2:16][Si:17]([CH3:20])([CH3:19])[CH3:18])[C:4]=1[CH2:21][CH:22]=[C:23]([CH3:26])[CH:24]=O)[CH3:2].C(O)(=O)C(O)=O.[CH2:33]([O:35][P:36]([CH2:41][CH2:42][NH2:43])(=[O:40])[O:37][CH2:38][CH3:39])[CH3:34].C(O)(=O)C.C(O[BH-](OC(=O)C)OC(=O)C)(=O)C.[Na+]. The catalyst is CN(C=O)C. The product is [CH2:38]([O:37][P:36]([CH2:41][CH2:42][NH:43][CH2:26][C:23]([CH3:24])=[CH:22][CH2:21][C:4]1[C:5]([O:14][CH2:15][CH2:16][Si:17]([CH3:20])([CH3:18])[CH3:19])=[C:6]2[C:10](=[C:11]([CH3:12])[C:3]=1[CH2:1][CH3:2])[CH2:9][O:8][C:7]2=[O:13])(=[O:40])[O:35][CH2:33][CH3:34])[CH3:39]. The yield is 0.970.